From a dataset of Forward reaction prediction with 1.9M reactions from USPTO patents (1976-2016). Predict the product of the given reaction. (1) Given the reactants [NH2:1][C:2]1[N:28]=[CH:27][CH:26]=[CH:25][C:3]=1[C:4]([NH:6][CH2:7][C:8]1[O:9][C:10]2[CH:16]=[C:15]([O:17]CC3C=CC=CC=3)[CH:14]=[CH:13][C:11]=2[CH:12]=1)=[O:5].C(=O)(O)[O-].[Na+].O, predict the reaction product. The product is: [NH2:1][C:2]1[N:28]=[CH:27][CH:26]=[CH:25][C:3]=1[C:4]([NH:6][CH2:7][C:8]1[O:9][C:10]2[CH:16]=[C:15]([OH:17])[CH:14]=[CH:13][C:11]=2[CH:12]=1)=[O:5]. (2) Given the reactants [Cl:1][C:2]1[CH:3]=[C:4]2[C:9](=[CH:10][CH:11]=1)[CH:8]=[C:7]([S:12]([CH2:15][CH2:16][C:17]([N:19]1[CH2:24][CH2:23][CH:22]([NH2:25])[CH2:21][CH2:20]1)=[O:18])(=[O:14])=[O:13])[CH:6]=[CH:5]2.[CH3:26][C:27]1[N:28]=[CH:29][N:30]([C:34]([C:47]2[CH:52]=[CH:51][CH:50]=[CH:49][CH:48]=2)([C:41]2[CH:46]=[CH:45][CH:44]=[CH:43][CH:42]=2)[C:35]2[CH:40]=[CH:39][CH:38]=[CH:37][CH:36]=2)[C:31]=1[CH:32]=O, predict the reaction product. The product is: [Cl:1][C:2]1[CH:3]=[C:4]2[C:9](=[CH:10][CH:11]=1)[CH:8]=[C:7]([S:12]([CH2:15][CH2:16][C:17]([N:19]1[CH2:24][CH2:23][CH:22]([NH:25][CH2:32][C:31]3[N:30]([C:34]([C:35]4[CH:40]=[CH:39][CH:38]=[CH:37][CH:36]=4)([C:41]4[CH:42]=[CH:43][CH:44]=[CH:45][CH:46]=4)[C:47]4[CH:52]=[CH:51][CH:50]=[CH:49][CH:48]=4)[CH:29]=[N:28][C:27]=3[CH3:26])[CH2:21][CH2:20]1)=[O:18])(=[O:14])=[O:13])[CH:6]=[CH:5]2. (3) The product is: [CH2:14]([O:13][C:11]1[CH:12]=[C:7]([CH2:6][NH2:19])[N:8]=[N:9][C:10]=1[O:16][CH2:17][CH3:18])[CH3:15]. Given the reactants CS(O[CH2:6][C:7]1[N:8]=[N:9][C:10]([O:16][CH2:17][CH3:18])=[C:11]([O:13][CH2:14][CH3:15])[CH:12]=1)(=O)=O.[NH3:19], predict the reaction product. (4) Given the reactants [CH3:1][C:2]1[CH:7]=[C:6]([CH3:8])[CH:5]=[C:4]([CH3:9])[C:3]=1[S:10][C:11]1[N:15]=[CH:14][NH:13][N:12]=1.C(=O)([O-])[O-].[K+].[K+].[CH3:22][N:23]([CH3:27])[C:24](Cl)=[O:25], predict the reaction product. The product is: [CH3:9][C:4]1[CH:5]=[C:6]([CH3:8])[CH:7]=[C:2]([CH3:1])[C:3]=1[S:10][C:11]1[N:15]=[CH:14][N:13]([C:24](=[O:25])[N:23]([CH3:27])[CH3:22])[N:12]=1. (5) Given the reactants [C:1]1([S:7]([N:10]2[CH2:35][CH:14]3[CH2:15][CH2:16][CH2:17][CH2:18][CH:19]([NH:22][C:23]([C:25]4[C:34]5[C:29](=[CH:30][CH:31]=[CH:32][CH:33]=5)[CH:28]=[CH:27][N:26]=4)=[O:24])[C:20](=[O:21])[N:13]3[CH:12]([C:36](O)=[O:37])[CH2:11]2)(=[O:9])=[O:8])[CH:6]=[CH:5][CH:4]=[CH:3][CH:2]=1.CCN=C=NCCCN(C)C.Cl.C1C=CC2N(O)N=NC=2C=1.[NH2:61][CH:62]([CH2:77][C:78]([O:80][C:81]([CH3:84])([CH3:83])[CH3:82])=[O:79])[C:63](=[O:76])[CH2:64][O:65][C:66](=[O:75])[C:67]1[C:72]([CH3:73])=[CH:71][CH:70]=[CH:69][C:68]=1[CH3:74].C(N(CC)CC)C, predict the reaction product. The product is: [C:1]1([S:7]([N:10]2[CH2:35][CH:14]3[CH2:15][CH2:16][CH2:17][CH2:18][CH:19]([NH:22][C:23]([C:25]4[C:34]5[C:29](=[CH:30][CH:31]=[CH:32][CH:33]=5)[CH:28]=[CH:27][N:26]=4)=[O:24])[C:20](=[O:21])[N:13]3[CH:12]([C:36]([NH:61][CH:62]([CH2:77][C:78]([O:80][C:81]([CH3:84])([CH3:83])[CH3:82])=[O:79])[C:63](=[O:76])[CH2:64][O:65][C:66](=[O:75])[C:67]3[C:72]([CH3:73])=[CH:71][CH:70]=[CH:69][C:68]=3[CH3:74])=[O:37])[CH2:11]2)(=[O:8])=[O:9])[CH:2]=[CH:3][CH:4]=[CH:5][CH:6]=1. (6) Given the reactants [C:1]1([S:7]([NH2:10])(=[O:9])=[O:8])[CH:6]=[CH:5][CH:4]=[CH:3][CH:2]=1.[Br:11][C:12]1[CH:13]=[C:14]([CH:18]=[C:19]([Br:30])[C:20]=1[O:21][CH2:22][C:23]1[CH:28]=[CH:27][CH:26]=[C:25]([Br:29])[CH:24]=1)[C:15](O)=[O:16].C(N(CC)C(C)C)(C)C.O.ON1C2C=CC=CC=2N=N1, predict the reaction product. The product is: [Br:11][C:12]1[CH:13]=[C:14]([CH:18]=[C:19]([Br:30])[C:20]=1[O:21][CH2:22][C:23]1[CH:28]=[CH:27][CH:26]=[C:25]([Br:29])[CH:24]=1)[C:15]([NH:10][S:7]([C:1]1[CH:6]=[CH:5][CH:4]=[CH:3][CH:2]=1)(=[O:9])=[O:8])=[O:16].